From a dataset of Forward reaction prediction with 1.9M reactions from USPTO patents (1976-2016). Predict the product of the given reaction. (1) Given the reactants Cl[C:2]1[CH:11]=[CH:10][N:9]=[C:8]2[C:3]=1[C:4]1[CH:16]=[CH:15][CH:14]=[CH:13][C:5]=1[C:6](=[O:12])[NH:7]2.[CH3:17][O:18][C:19]1[CH:20]=[C:21](B(O)O)[CH:22]=[CH:23][CH:24]=1.COC1C=CC=C(OC)C=1C1C=CC=CC=1P(C1CCCCC1)C1CCCCC1.C([O-])([O-])=O.[K+].[K+], predict the reaction product. The product is: [CH3:17][O:18][C:19]1[CH:24]=[C:23]([C:2]2[CH:11]=[CH:10][N:9]=[C:8]3[C:3]=2[C:4]2[CH:16]=[CH:15][CH:14]=[CH:13][C:5]=2[C:6](=[O:12])[NH:7]3)[CH:22]=[CH:21][CH:20]=1. (2) Given the reactants [CH:1]1([C:4]([F:17])([F:16])[C:5]2[CH:10]=[CH:9][N:8]=[C:7]([CH2:11][C:12](OC)=[O:13])[CH:6]=2)[CH2:3][CH2:2]1.[NH3:18], predict the reaction product. The product is: [CH:1]1([C:4]([F:17])([F:16])[C:5]2[CH:10]=[CH:9][N:8]=[C:7]([CH2:11][C:12]([NH2:18])=[O:13])[CH:6]=2)[CH2:3][CH2:2]1. (3) The product is: [Cl:23][C:24]1[CH:29]=[CH:28][C:27]([CH:30]([C:32]2[CH:33]=[CH:34][CH:35]=[CH:36][CH:37]=2)[NH:31][C:18](=[O:20])[CH2:17][C:14]2[CH:13]=[CH:12][C:11]([O:10][CH2:9][CH2:8][C:7]3[C:2]([Cl:1])=[N:3][CH:4]=[N:5][C:6]=3[OH:21])=[CH:16][CH:15]=2)=[C:26]([CH3:38])[CH:25]=1. Given the reactants [Cl:1][C:2]1[C:7]([CH2:8][CH2:9][O:10][C:11]2[CH:16]=[CH:15][C:14]([CH2:17][C:18]([OH:20])=O)=[CH:13][CH:12]=2)=[C:6]([OH:21])[N:5]=[CH:4][N:3]=1.Cl.[Cl:23][C:24]1[CH:29]=[CH:28][C:27]([CH:30]([C:32]2[CH:37]=[CH:36][CH:35]=[CH:34][CH:33]=2)[NH2:31])=[C:26]([CH3:38])[CH:25]=1, predict the reaction product. (4) Given the reactants [NH:1]1[CH2:6][CH2:5][CH2:4][CH2:3][CH2:2]1.CC1C=CC(S(O[CH2:18][C@@H:19]2[CH2:23][CH2:22][C:21](=[O:24])[NH:20]2)(=O)=O)=CC=1.C(=O)([O-])[O-].[K+].[K+], predict the reaction product. The product is: [N:1]1([CH2:18][C@H:19]2[NH:20][C:21](=[O:24])[CH2:22][CH2:23]2)[CH2:6][CH2:5][CH2:4][CH2:3][CH2:2]1. (5) Given the reactants [CH3:1][O:2][C:3]1[CH:8]=[CH:7][CH:6]=[C:5]([NH:9][CH:10]2[CH2:15][CH2:14][N:13]([C:16]([O:18][C:19]([CH3:22])([CH3:21])[CH3:20])=[O:17])[CH2:12][CH2:11]2)[CH:4]=1.[CH3:23][O:24][C:25]1[CH:26]=[C:27]([C:35]2[CH:36]=[C:37]([CH:40]=[CH:41][CH:42]=2)[CH2:38]Cl)[CH:28]=[C:29]([O:33][CH3:34])[C:30]=1[O:31][CH3:32], predict the reaction product. The product is: [C:19]([O:18][C:16]([N:13]1[CH2:14][CH2:15][CH:10]([N:9]([C:5]2[CH:6]=[CH:7][CH:8]=[C:3]([O:2][CH3:1])[CH:4]=2)[CH2:38][C:37]2[CH:40]=[CH:41][CH:42]=[C:35]([C:27]3[CH:28]=[C:29]([O:33][CH3:34])[C:30]([O:31][CH3:32])=[C:25]([O:24][CH3:23])[CH:26]=3)[CH:36]=2)[CH2:11][CH2:12]1)=[O:17])([CH3:22])([CH3:21])[CH3:20].